This data is from Forward reaction prediction with 1.9M reactions from USPTO patents (1976-2016). The task is: Predict the product of the given reaction. (1) Given the reactants C[O:2][C:3]([C:5]1[N:9]=[CH:8][N:7]([CH:10]2[CH:14]([O:15]C(=O)C3C=CC=CC=3)[CH2:13][CH:12]([O:24][CH2:25][P:26]([O:31]CC)([O:28]CC)=[O:27])[O:11]2)[N:6]=1)=O.Br[Si](C)(C)C.[N:39]1C(C)=CC=CC=1C.N, predict the reaction product. The product is: [C:3]([C:5]1[N:9]=[CH:8][N:7]([CH:10]2[O:11][CH:12]([O:24][CH2:25][P:26](=[O:27])([OH:28])[OH:31])[CH2:13][CH:14]2[OH:15])[N:6]=1)(=[O:2])[NH2:39]. (2) Given the reactants [C:1]12([C:11]3[CH:24]=[CH:23][C:14]([O:15][C:16]([CH3:22])([CH3:21])[C:17]([O:19]C)=[O:18])=[CH:13][CH:12]=3)[CH2:10][CH:5]3[CH2:6][CH:7]([CH2:9][CH:3]([CH2:4]3)[CH2:2]1)[CH2:8]2.O.[OH-].[Li+].Cl, predict the reaction product. The product is: [C:1]12([C:11]3[CH:12]=[CH:13][C:14]([O:15][C:16]([CH3:21])([CH3:22])[C:17]([OH:19])=[O:18])=[CH:23][CH:24]=3)[CH2:8][CH:7]3[CH2:9][CH:3]([CH2:4][CH:5]([CH2:6]3)[CH2:10]1)[CH2:2]2. (3) Given the reactants C(OC(C1C=CC=CC=1O[C:9]1[C:23]([O:24][C:25]2[CH:30]=[CH:29][C:28]([S:31]([CH3:34])(=[O:33])=[O:32])=[CH:27][CH:26]=2)=[CH:22][C:12]2[NH:13][C:14]([C:16]3[CH:21]=[CH:20][CH:19]=[CH:18][N:17]=3)=[N:15][C:11]=2[CH:10]=1)=O)C.[NH:39]1[CH2:46][CH2:45][CH2:44][C@@H:40]1[C:41]([NH2:43])=[O:42], predict the reaction product. The product is: [CH3:34][S:31]([C:28]1[CH:29]=[CH:30][C:25]([O:24][C:23]2[C:9]([N:39]3[CH2:46][CH2:45][CH2:44][C@@H:40]3[C:41]([NH2:43])=[O:42])=[CH:10][C:11]3[NH:15][C:14]([C:16]4[CH:21]=[CH:20][CH:19]=[CH:18][N:17]=4)=[N:13][C:12]=3[CH:22]=2)=[CH:26][CH:27]=1)(=[O:32])=[O:33]. (4) Given the reactants [C:1]1([C:7]2[CH:16]=[CH:15][C:10]([O:11][CH2:12][CH2:13][OH:14])=[CH:9][CH:8]=2)[CH:6]=[CH:5][CH:4]=[CH:3][CH:2]=1.[C:17](O)(=[O:20])[CH:18]=[CH2:19].C1(C)C=CC(S(O)(=O)=O)=CC=1.COC1C=CC(O)=CC=1, predict the reaction product. The product is: [C:17]([O:14][CH2:13][CH2:12][O:11][C:10]1[CH:9]=[CH:8][C:7]([C:1]2[CH:2]=[CH:3][CH:4]=[CH:5][CH:6]=2)=[CH:16][CH:15]=1)(=[O:20])[CH:18]=[CH2:19]. (5) Given the reactants [CH3:1][C:2]1[CH:9]=[CH:8][C:5]([CH:6]=O)=[CH:4][N:3]=1.[NH2:10][C:11]1[CH:27]=[CH:26][CH:25]=[CH:24][C:12]=1[C:13]([NH:15][C:16]1[CH:21]=[CH:20][C:19]([S:22][CH3:23])=[CH:18][CH:17]=1)=[O:14], predict the reaction product. The product is: [CH3:1][C:2]1[N:3]=[CH:4][C:5]([C:6]2[N:15]([C:16]3[CH:21]=[CH:20][C:19]([S:22][CH3:23])=[CH:18][CH:17]=3)[C:13](=[O:14])[C:12]3[C:11](=[CH:27][CH:26]=[CH:25][CH:24]=3)[N:10]=2)=[CH:8][CH:9]=1.